This data is from Forward reaction prediction with 1.9M reactions from USPTO patents (1976-2016). The task is: Predict the product of the given reaction. (1) Given the reactants Br[C:2]1[N:3]=[C:4]([O:13][CH2:14][CH:15]2[CH2:18][CH2:17][CH2:16]2)[C:5]([N:8]2[CH2:12][CH2:11][CH2:10][CH2:9]2)=[N:6][CH:7]=1.[C:19]([O:22][CH2:23]C)(=[O:21])C.C(N(CC)CC)C, predict the reaction product. The product is: [CH3:23][O:22][C:19]([C:2]1[CH:7]=[N:6][C:5]([N:8]2[CH2:12][CH2:11][CH2:10][CH2:9]2)=[C:4]([O:13][CH2:14][CH:15]2[CH2:18][CH2:17][CH2:16]2)[N:3]=1)=[O:21]. (2) Given the reactants [CH3:1][CH:2]([C:4]([CH3:9])([OH:8])[CH:5]([CH3:7])[CH3:6])[CH3:3].[H-].[Na+].[CH3:12][N:13]([CH3:17])[C:14](Cl)=[O:15], predict the reaction product. The product is: [CH:2]([C:4]([O:8][C:14](=[O:15])[N:13]([CH3:17])[CH3:12])([CH3:9])[CH:5]([CH3:7])[CH3:6])([CH3:3])[CH3:1]. (3) Given the reactants [Br:1][C:2]1[C:3](Cl)=[N:4][CH:5]=[CH:6][CH:7]=1.[N:9]1[CH:14]=[CH:13][CH:12]=[CH:11][C:10]=1[NH:15][C:16]1[CH:21]=[CH:20][C:19]([OH:22])=[CH:18][CH:17]=1.C(=O)([O-])[O-].[Cs+].[Cs+], predict the reaction product. The product is: [Br:1][C:2]1[C:3]([O:22][C:19]2[CH:18]=[CH:17][C:16]([NH:15][C:10]3[CH:11]=[CH:12][CH:13]=[CH:14][N:9]=3)=[CH:21][CH:20]=2)=[N:4][CH:5]=[CH:6][CH:7]=1.